Task: Binary Classification. Given a miRNA mature sequence and a target amino acid sequence, predict their likelihood of interaction.. Dataset: Experimentally validated miRNA-target interactions with 360,000+ pairs, plus equal number of negative samples (1) The miRNA is hsa-miR-6889-5p with sequence UCGGGGAGUCUGGGGUCCGGAAU. The protein sequence of the target gene is MDPEDEGVAGVMSVGPPAARLQEPVTFRDVAVDFTQEEWGQLDPTQRILYRDVMLETFGHLLSIGPELPKPEVISQLEQGTELWVAERGTTQGCHPAWEPRSESQASRKEEGLPEEEPSHVTGREGFPTDAPYPTTLGKDRECQSQSLALKEQNNLKQLEFGLKEAPVQDQGYKTLRLRENCVLSSSPNPFPEISRGEYLYTYDSQITDSEHNSSLVSQQTGSPGKQPGENSDCHRDSSQAIPITELTKSQVQDKPYKCTDCGKSFNHNAHLTVHKRIHTGERPYMCKECGKAFSQNSSL.... Result: 0 (no interaction). (2) The miRNA is hsa-miR-3937 with sequence ACAGGCGGCUGUAGCAAUGGGGG. The protein sequence of the target gene is MSRYTRPPNTSLFIRNVADATRPEDLRREFGRYGPIVDVYIPLDFYTRRPRGFAYVQFEDVRDAEDALYNLNRKWVCGRQIEIQFAQGDRKTPGQMKSKERHPCSPSDHRRSRSPSQRRTRSRSSSWGRNRRRSDSLKESRHRRFSYSQSKSRSKSLPRRSTSARQSRTPRRNFGSRGRSRSKSLQKRSKSIGKSQSSSPQKQTSSGTKSRSHGRHSDSIARSPCKSPKGYTNSETKVQTAKHSHFRSHSRSRSYRHKNSW. Result: 0 (no interaction). (3) The miRNA is hsa-miR-5011-5p with sequence UAUAUAUACAGCCAUGCACUC. The protein sequence of the target gene is MPENVAPRSGATAGAAGGRGKGAYQDRDKPAQIRFSNISAAKAVADAIRTSLGPKGMDKMIQDGKGDVTITNDGATILKQMQVLHPAARMLVELSKAQDIEAGDGTTSVVIIAGSLLDSCTKLLQKGIHPTIISESFQKALEKGIEILTDMSRPVELSDRETLLNSATTSLNSKVVSQYSSLLSPMSVNAVMKVIDPATATSVDLRDIKIVKKLGGTIDDCELVEGLVLTQKVSNSGITRVEKAKIGLIQFCLSAPKTDMDNQIVVSDYAQMDRVLREERAYILNLVKQIKKTGCNVLLI.... Result: 1 (interaction). (4) The miRNA is hsa-miR-548j-5p with sequence AAAAGUAAUUGCGGUCUUUGGU. Result: 0 (no interaction). The protein sequence of the target gene is MSTKQVTCRYFMHGVCREGSQCLFSHDLANSKPSTICKYYQKGYCAYGARCRYDHTKPPAAAGGAVGPAPNPSPSSGLHSPHPSPDIATSVMRTHSNEPGKREKKTLVLRDRNLTGLAEDKTPPSKVNNPGGCSDPQTSPEMKPHSYLDAIRTGLDDLEASSSYSNEPQLCPYAAAGECRFGDACVYLHGDMCEICRLQVLHPFDPEQRKAHEKMCMSTFEHEMEKAFAFQASQDKVCSICMEVILEKASASERRFGILSNCSHTYCLSCIRQWRCAKQFENPIIKSCPECRVISEFVIP.... (5) The miRNA is hsa-miR-16-1-3p with sequence CCAGUAUUAACUGUGCUGCUGA. The protein sequence of the target gene is MASLFKKKTVDDVIKEQNRELRGTQRAIIRDRAALEKQEKQLELEIKKMAKIGNKEACKVLAKQLVHLRKQKTRTFAVSSKVTSMSTQTKVMNSQMKMAGAMSTTAKTMQAVNKKMDPQKTLQTMQNFQKENMKMEMTEEMINDTLDDIFDGSDDEEESQDIVNQVLDEIGIEISGKMAKAPSAARSLPSASTSKATISDEEIERQLKALGVD. Result: 1 (interaction).